From a dataset of Forward reaction prediction with 1.9M reactions from USPTO patents (1976-2016). Predict the product of the given reaction. (1) Given the reactants [OH:1][C:2]1[CH:9]=[CH:8][C:5]([CH:6]=O)=[CH:4][CH:3]=1.[NH2:10][C:11]1[CH:16]=[CH:15][CH:14]=[CH:13][N:12]=1, predict the reaction product. The product is: [N:12]1[CH:13]=[CH:14][CH:15]=[CH:16][C:11]=1[NH:10][CH2:6][C:5]1[CH:8]=[CH:9][C:2]([OH:1])=[CH:3][CH:4]=1. (2) Given the reactants [Cl:1][C:2]1[CH:3]=[C:4]([NH:10][C:11](=[O:24])[CH2:12][CH:13]([C:18]2[CH:23]=[CH:22][CH:21]=[CH:20][CH:19]=2)[CH2:14][C:15]([OH:17])=O)[CH:5]=[CH:6][C:7]=1[C:8]#[N:9].[CH2:25]([N:27]1[C:39]2[CH:38]=[CH:37][C:36]([NH2:40])=[CH:35][C:34]=2[C:33]2[C:28]1=[CH:29][CH:30]=[CH:31][CH:32]=2)[CH3:26].CN(C(ON1N=NC2C=CC=NC1=2)=[N+](C)C)C.F[P-](F)(F)(F)(F)F, predict the reaction product. The product is: [Cl:1][C:2]1[CH:3]=[C:4]([NH:10][C:11](=[O:24])[CH2:12][CH:13]([C:18]2[CH:19]=[CH:20][CH:21]=[CH:22][CH:23]=2)[CH2:14][C:15]([NH:40][C:36]2[CH:37]=[CH:38][C:39]3[N:27]([CH2:25][CH3:26])[C:28]4[C:33]([C:34]=3[CH:35]=2)=[CH:32][CH:31]=[CH:30][CH:29]=4)=[O:17])[CH:5]=[CH:6][C:7]=1[C:8]#[N:9]. (3) Given the reactants [F:1][C:2]1[CH:3]=[C:4]2[C:9](=[CH:10][CH:11]=1)[N:8]=[C:7]([CH3:12])[CH:6]=[N:5]2.FC1[C:15]([CH:24]([CH2:27][Si:28]([CH3:31])([CH3:30])[CH3:29])CC)=NC2C(N=1)=CC=CC=2, predict the reaction product. The product is: [F:1][C:2]1[CH:3]=[C:4]2[C:9](=[CH:10][CH:11]=1)[N:8]=[C:7]([CH2:12][CH2:15][C:24]#[C:27][Si:28]([CH3:31])([CH3:30])[CH3:29])[CH:6]=[N:5]2. (4) Given the reactants Br[C:2]1[CH:7]=[CH:6][C:5]([Br:8])=[CH:4][CH:3]=1.[CH2:9]([NH2:15])[CH2:10][CH2:11][CH2:12][CH2:13][CH3:14], predict the reaction product. The product is: [Br:8][C:5]1[CH:6]=[CH:7][C:2]([NH:15][CH2:9][CH2:10][CH2:11][CH2:12][CH2:13][CH3:14])=[CH:3][CH:4]=1. (5) Given the reactants [Br:1][C:2]1[C:10]2[C:6](=[CH:7][N:8]([CH3:11])[N:9]=2)[CH:5]=[CH:4][CH:3]=1.C([N-]C(C)C)(C)C.[Li+].CN(C)[CH:22]=[O:23], predict the reaction product. The product is: [Br:1][C:2]1[C:10]2[C:6](=[C:7]([CH:22]=[O:23])[N:8]([CH3:11])[N:9]=2)[CH:5]=[CH:4][CH:3]=1. (6) Given the reactants [Cl:1][C:2]1[CH:27]=[CH:26][C:5]([C:6]([N:8]([C@@H:10]2[CH2:15][CH2:14][N:13]([N:16]=O)[CH2:12][C@H:11]2[C:18]2[CH:23]=[CH:22][C:21]([Cl:24])=[C:20]([Cl:25])[CH:19]=2)[CH3:9])=[O:7])=[CH:4][CH:3]=1.O.Cl.C(OCC)(=O)C, predict the reaction product. The product is: [ClH:1].[NH2:16][N:13]1[CH2:14][CH2:15][C@@H:10]([N:8]([CH3:9])[C:6](=[O:7])[C:5]2[CH:26]=[CH:27][C:2]([Cl:1])=[CH:3][CH:4]=2)[C@H:11]([C:18]2[CH:23]=[CH:22][C:21]([Cl:24])=[C:20]([Cl:25])[CH:19]=2)[CH2:12]1. (7) Given the reactants [OH-].[Na+].C[O:4][C:5](=[O:29])/[CH:6]=[CH:7]/[C:8]1[CH:9]=[C:10]2[C:25](=[CH:26][CH:27]=1)[O:24][C:13]1([CH2:16][N:15]([C:17]([O:19][C:20]([CH3:23])([CH3:22])[CH3:21])=[O:18])[CH2:14]1)[CH2:12][C:11]2=[O:28].Cl, predict the reaction product. The product is: [C:20]([O:19][C:17]([N:15]1[CH2:14][C:13]2([CH2:12][C:11](=[O:28])[C:10]3[C:25](=[CH:26][CH:27]=[C:8](/[CH:7]=[CH:6]/[C:5]([OH:29])=[O:4])[CH:9]=3)[O:24]2)[CH2:16]1)=[O:18])([CH3:23])([CH3:21])[CH3:22].